From a dataset of Peptide-MHC class II binding affinity with 134,281 pairs from IEDB. Regression. Given a peptide amino acid sequence and an MHC pseudo amino acid sequence, predict their binding affinity value. This is MHC class II binding data. (1) The peptide sequence is GLTNPKAFKSLKDLW. The MHC is DRB1_0101 with pseudo-sequence DRB1_0101. The binding affinity (normalized) is 0.266. (2) The peptide sequence is ILPNTLVLDFCDDAL. The MHC is DRB3_0202 with pseudo-sequence DRB3_0202. The binding affinity (normalized) is 0.376.